This data is from Full USPTO retrosynthesis dataset with 1.9M reactions from patents (1976-2016). The task is: Predict the reactants needed to synthesize the given product. (1) Given the product [NH2:1][C:2]1[C:7]([CH2:8][OH:9])=[CH:6][C:5]([Br:10])=[CH:4][N:3]=1, predict the reactants needed to synthesize it. The reactants are: [NH2:1][C:2]1[C:7]([CH2:8][OH:9])=[CH:6][CH:5]=[CH:4][N:3]=1.[Br:10]Br. (2) Given the product [F:20][C:21]([F:30])([F:31])[O:22][C:23]1[CH:29]=[CH:28][CH:27]=[CH:26][C:24]=1[NH:17][C:15]([CH:9]1[CH2:10][CH2:11][CH2:12][CH2:13][CH2:14]1)=[O:16], predict the reactants needed to synthesize it. The reactants are: FC(F)(F)C1C=CC=CC=1[C:9]1([C:15]([NH2:17])=[O:16])[CH2:14][CH2:13][CH2:12][CH2:11][CH2:10]1.[F:20][C:21]([F:31])([F:30])[O:22][C:23]1[CH:29]=[CH:28][CH:27]=[CH:26][C:24]=1N. (3) Given the product [F:1][C:2]([F:13])([F:14])[CH:3]([C:5]1[CH:10]=[CH:9][CH:8]=[CH:7][C:6]=1[O:11][CH3:12])[OH:4], predict the reactants needed to synthesize it. The reactants are: [F:1][C:2]([F:14])([F:13])[C:3]([C:5]1[CH:10]=[CH:9][CH:8]=[CH:7][C:6]=1[O:11][CH3:12])=[O:4]. (4) Given the product [CH3:18][C:19]1[CH:24]=[CH:23][C:22]([N+:25]([O-:27])=[O:26])=[CH:21][C:20]=1[NH:28][C:29]1[N:31]=[C:5]([C:7]2[CH:8]=[N:9][CH:10]=[N:11][CH:12]=2)[CH:4]=[CH:3][N:30]=1, predict the reactants needed to synthesize it. The reactants are: CN(C)/[CH:3]=[CH:4]/[C:5]([C:7]1[CH:8]=[N:9][CH:10]=[N:11][CH:12]=1)=O.[N+]([O-])(O)=O.[CH3:18][C:19]1[CH:24]=[CH:23][C:22]([N+:25]([O-:27])=[O:26])=[CH:21][C:20]=1[NH:28][C:29]([NH2:31])=[NH:30].[OH-].[Na+]. (5) Given the product [C:16]([O:20][C:21]([N:23]1[CH2:28][CH2:27][N:26]([CH2:11][C:10]2[CH:13]=[CH:14][CH:15]=[C:8]([C:6]3[CH:5]=[CH:4][N:3]=[C:2]([Cl:1])[N:7]=3)[CH:9]=2)[C:25]([CH3:30])([CH3:29])[CH2:24]1)=[O:22])([CH3:19])([CH3:17])[CH3:18], predict the reactants needed to synthesize it. The reactants are: [Cl:1][C:2]1[N:7]=[C:6]([C:8]2[CH:9]=[C:10]([CH:13]=[CH:14][CH:15]=2)[CH:11]=O)[CH:5]=[CH:4][N:3]=1.[C:16]([O:20][C:21]([N:23]1[CH2:28][CH2:27][NH:26][C:25]([CH3:30])([CH3:29])[CH2:24]1)=[O:22])([CH3:19])([CH3:18])[CH3:17]. (6) Given the product [NH:8]1[CH2:11][CH:10]([CH:12]2[CH2:13][CH2:14][N:15]([C:18]([O:20][C:21]([CH3:24])([CH3:23])[CH3:22])=[O:19])[CH2:16][CH2:17]2)[CH2:9]1, predict the reactants needed to synthesize it. The reactants are: C1(C(C2C=CC=CC=2)[N:8]2[CH2:11][CH:10]([CH:12]3[CH2:17][CH2:16][N:15]([C:18]([O:20][C:21]([CH3:24])([CH3:23])[CH3:22])=[O:19])[CH2:14][CH2:13]3)[CH2:9]2)C=CC=CC=1.Cl.[OH-].[Na+].